From a dataset of Full USPTO retrosynthesis dataset with 1.9M reactions from patents (1976-2016). Predict the reactants needed to synthesize the given product. (1) Given the product [Br:11][C:2]1[S:1][C:5]2[S:6][CH2:7][CH2:8][C:9](=[O:10])[C:4]=2[CH:3]=1, predict the reactants needed to synthesize it. The reactants are: [S:1]1[C:5]2[S:6][CH2:7][CH2:8][C:9](=[O:10])[C:4]=2[CH:3]=[CH:2]1.[Br:11]Br.C([O-])(=O)C.[Na+]. (2) Given the product [F:26][C:20]1[CH:21]=[C:22]([F:25])[CH:23]=[CH:24][C:19]=1[CH2:18][CH2:17][N:14]1[CH2:13][CH2:12][C:11]([F:27])([S:8]([C:5]2[CH:4]=[CH:3][C:2]([N:28]3[CH2:32][CH2:31][CH2:30][CH2:29]3)=[CH:7][CH:6]=2)(=[O:9])=[O:10])[CH2:16][CH2:15]1, predict the reactants needed to synthesize it. The reactants are: F[C:2]1[CH:7]=[CH:6][C:5]([S:8]([C:11]2([F:27])[CH2:16][CH2:15][N:14]([CH2:17][CH2:18][C:19]3[CH:24]=[CH:23][C:22]([F:25])=[CH:21][C:20]=3[F:26])[CH2:13][CH2:12]2)(=[O:10])=[O:9])=[CH:4][CH:3]=1.[NH:28]1[CH2:32][CH2:31][CH2:30][CH2:29]1. (3) Given the product [C:1]([N:4]1[C:5]([C:11]([O:13][CH2:14][CH3:15])=[O:12])([C:6]([O:8][CH2:9][CH3:10])=[O:7])[CH2:16][C:17]2[C:22](=[N:21][CH:20]=[CH:19][N:18]=2)[CH2:23]1)(=[O:3])[CH3:2].[ClH:24], predict the reactants needed to synthesize it. The reactants are: [C:1]([NH:4][C:5]([CH2:16][C:17]1[C:22]([CH2:23][Cl:24])=[N:21][CH:20]=[CH:19][N:18]=1)([C:11]([O:13][CH2:14][CH3:15])=[O:12])[C:6]([O:8][CH2:9][CH3:10])=[O:7])(=[O:3])[CH3:2].[H-].[Na+]. (4) Given the product [CH3:32][O:33][C:34]([C:35]1[N:22]([C:23]2[CH:28]=[CH:27][CH:26]=[C:25]([N+:29]([O-:31])=[O:30])[CH:24]=2)[C:16]2[C:15]([C:13](=[O:14])[C:12]=1[CH2:11][C:8]1[CH:9]=[CH:10][CH:5]=[CH:6][CH:7]=1)=[CH:20][CH:19]=[C:18]([CH3:21])[N:17]=2)=[O:38], predict the reactants needed to synthesize it. The reactants are: CS([C:5]1[CH:10]=[CH:9][C:8]([CH2:11][CH2:12][C:13]([C:15]2[C:16]([NH:22][C:23]3[CH:28]=[CH:27][CH:26]=[C:25]([N+:29]([O-:31])=[O:30])[CH:24]=3)=[N:17][C:18]([CH3:21])=[CH:19][CH:20]=2)=[O:14])=[CH:7][CH:6]=1)(=O)=O.[CH3:32][O:33][C:34](=[O:38])[C:35](Cl)=O. (5) Given the product [CH2:1]([O:8][CH2:9][CH:10]1[CH2:15][CH2:14][N:13]([C:16]2[CH:17]=[N:18][CH:19]=[CH:20][C:21]=2[N:28]2[CH:27]=[C:26]([Cl:25])[CH:30]=[N:29]2)[CH2:12][C:11]1([F:24])[F:23])[C:2]1[CH:7]=[CH:6][CH:5]=[CH:4][CH:3]=1, predict the reactants needed to synthesize it. The reactants are: [CH2:1]([O:8][CH2:9][CH:10]1[CH2:15][CH2:14][N:13]([C:16]2[CH:17]=[N:18][CH:19]=[CH:20][C:21]=2Cl)[CH2:12][C:11]1([F:24])[F:23])[C:2]1[CH:7]=[CH:6][CH:5]=[CH:4][CH:3]=1.[Cl:25][C:26]1[CH:27]=[N:28][NH:29][CH:30]=1.O.C1(C)C=CC(S(O)(=O)=O)=CC=1.CC(O)C.